Task: Predict the product of the given reaction.. Dataset: Forward reaction prediction with 1.9M reactions from USPTO patents (1976-2016) (1) Given the reactants [C:1]([OH:6])(=O)[CH:2]([CH3:4])[CH3:3].[NH2:7][CH:8]1[CH2:13][CH2:12][CH2:11][CH2:10][CH:9]1[OH:14], predict the reaction product. The product is: [OH:14][CH:9]1[CH2:10][CH2:11][CH2:12][CH2:13][CH:8]1[NH:7][C:1](=[O:6])[CH:2]([CH3:4])[CH3:3]. (2) Given the reactants C(OI1(OC(=O)C)(OC(=O)C)C2C=CC=CC=2C(=O)O1)(=O)C.[F:23][C:24]1[CH:47]=[CH:46][CH:45]=[C:44]([F:48])[C:25]=1[CH2:26][O:27][C:28]1[C:29]2[N:30]([C:34]([C:38]([NH:40][CH2:41][CH2:42][OH:43])=[O:39])=[C:35]([CH3:37])[N:36]=2)[CH:31]=[CH:32][CH:33]=1, predict the reaction product. The product is: [F:23][C:24]1[CH:47]=[CH:46][CH:45]=[C:44]([F:48])[C:25]=1[CH2:26][O:27][C:28]1[C:29]2[N:30]([C:34]([C:38]([NH:40][CH2:41][CH:42]=[O:43])=[O:39])=[C:35]([CH3:37])[N:36]=2)[CH:31]=[CH:32][CH:33]=1.